Task: Predict which catalyst facilitates the given reaction.. Dataset: Catalyst prediction with 721,799 reactions and 888 catalyst types from USPTO (1) Reactant: [H-].[Al+3].[Li+].[H-].[H-].[H-].C[O:8][C:9](=O)[C:10]1[CH:15]=[CH:14][C:13]([C:16]2[CH:20]=[C:19]([CH3:21])[S:18][C:17]=2[S:22](=[O:38])(=[O:37])[N:23]([C:30]2[C:34]([CH3:35])=[C:33]([CH3:36])[O:32][N:31]=2)[CH2:24][O:25][CH2:26][CH2:27][O:28][CH3:29])=[C:12]([CH3:39])[CH:11]=1.[OH-].[Na+]. Product: [CH3:35][C:34]1[C:30]([N:23]([CH2:24][O:25][CH2:26][CH2:27][O:28][CH3:29])[S:22]([C:17]2[S:18][C:19]([CH3:21])=[CH:20][C:16]=2[C:13]2[CH:14]=[CH:15][C:10]([CH2:9][OH:8])=[CH:11][C:12]=2[CH3:39])(=[O:38])=[O:37])=[N:31][O:32][C:33]=1[CH3:36]. The catalyst class is: 7. (2) Reactant: Cl.[CH3:2][C:3]([NH:15][CH2:16][C:17]([C:19]1[CH:39]=[CH:38][C:22]2[O:23]C(C3C=CC=CC=3)(C3C=CC=CC=3)[O:25][C:21]=2[C:20]=1[O:40][CH3:41])=[O:18])([CH3:14])[CH2:4][C:5]1[C:10]([CH3:11])=[CH:9][C:8]([CH3:12])=[CH:7][C:6]=1[CH3:13]. Product: [OH:25][C:21]1[C:20]([O:40][CH3:41])=[C:19]([C:17](=[O:18])[CH2:16][NH:15][C:3]([CH3:2])([CH3:14])[CH2:4][C:5]2[C:10]([CH3:11])=[CH:9][C:8]([CH3:12])=[CH:7][C:6]=2[CH3:13])[CH:39]=[CH:38][C:22]=1[OH:23]. The catalyst class is: 33. (3) Reactant: OS(C(F)(F)F)(=O)=O.C(OC([N:19]1[CH2:23][CH2:22][CH:21]([O:24][C:25]2[CH:26]=[C:27]3[C:31](=[CH:32][CH:33]=2)[NH:30][N:29]=[C:28]3[S:34]([C:37]2[C:46]3[C:41](=[CH:42][CH:43]=[CH:44][CH:45]=3)[CH:40]=[CH:39][CH:38]=2)(=[O:36])=[O:35])[CH2:20]1)=O)C1C=CC=CC=1.C1(OC)C=CC=CC=1.[OH-].[Na+]. Product: [C:37]1([S:34]([C:28]2[C:27]3[C:31](=[CH:32][CH:33]=[C:25]([O:24][CH:21]4[CH2:22][CH2:23][NH:19][CH2:20]4)[CH:26]=3)[NH:30][N:29]=2)(=[O:35])=[O:36])[C:46]2[C:41](=[CH:42][CH:43]=[CH:44][CH:45]=2)[CH:40]=[CH:39][CH:38]=1. The catalyst class is: 2. (4) Reactant: [Br:1][C:2]1[C:3]([C:8]([F:11])([F:10])[F:9])=[N:4][NH:5][C:6]=1[CH3:7].O.C1(C)C=CC(S(O)(=O)=O)=CC=1.[O:24]1[CH:29]=[CH:28][CH2:27][CH2:26][CH2:25]1. Product: [Br:1][C:2]1[C:3]([C:8]([F:9])([F:11])[F:10])=[N:4][N:5]([CH:25]2[CH2:26][CH2:27][CH2:28][CH2:29][O:24]2)[C:6]=1[CH3:7]. The catalyst class is: 22. (5) Reactant: [CH2:1]([O:3][C:4]([C@@H:6]1[C@H:10]([CH2:11][CH2:12][CH:13]=O)[CH2:9][CH2:8][N:7]1[C@@H:15]([CH3:22])/[C:16](/[CH3:21])=[CH:17]/[CH:18]=[CH:19]\[CH3:20])=[O:5])[CH3:2].[CH2:23]([NH2:31])[CH2:24][C:25]1[CH:30]=[CH:29][CH:28]=[CH:27][CH:26]=1.[BH3-]C#N.[Na+]. Product: [CH2:1]([O:3][C:4]([C@@H:6]1[C@H:10]([CH2:11][CH2:12][CH2:13][NH:31][CH2:23][CH2:24][C:25]2[CH:30]=[CH:29][CH:28]=[CH:27][CH:26]=2)[CH2:9][CH2:8][N:7]1[C@H:15]([C:16]1[CH:21]=[CH:20][CH:19]=[CH:18][CH:17]=1)[CH3:22])=[O:5])[CH3:2]. The catalyst class is: 863. (6) Reactant: ClC1C(C2C=C3C(=CC=2)NN=C3)=CC=CN=1.[F:17][C:18]1[CH:23]=[CH:22][C:21](B(O)O)=[CH:20][C:19]=1[CH3:27].Br[C:29]1[C:34]([Cl:35])=[CH:33][CH:32]=[CH:31][N:30]=1.C([O-])([O-])=O.[Na+].[Na+]. Product: [Cl:35][C:34]1[C:29]([C:21]2[CH:22]=[CH:23][C:18]([F:17])=[C:19]([CH3:27])[CH:20]=2)=[N:30][CH:31]=[CH:32][CH:33]=1. The catalyst class is: 77. (7) Reactant: [NH3:1].[CH3:2][O:3][C:4]([C:6]1[C:11]([Cl:12])=[C:10](Cl)[N:9]=[C:8]([Cl:14])[N:7]=1)=[O:5]. Product: [CH3:2][O:3][C:4]([C:6]1[C:11]([Cl:12])=[C:10]([NH2:1])[N:9]=[C:8]([Cl:14])[N:7]=1)=[O:5]. The catalyst class is: 12. (8) Reactant: [CH3:1][C:2]1[C:11]([N+:12]([O-:14])=[O:13])=[CH:10][CH:9]=[CH:8][C:3]=1[C:4]([O:6][CH3:7])=[O:5].CO[CH:17](OC)[N:18]([CH3:20])[CH3:19]. Product: [CH3:17][N:18]([CH3:20])/[CH:19]=[CH:1]/[C:2]1[C:11]([N+:12]([O-:14])=[O:13])=[CH:10][CH:9]=[CH:8][C:3]=1[C:4]([O:6][CH3:7])=[O:5]. The catalyst class is: 3. (9) Reactant: [Cl:1][C:2]1[N:3]=[C:4](Cl)[C:5]2[CH:10]=[CH:9][NH:8][C:6]=2[N:7]=1.[OH-:12].[K+].Cl. Product: [Cl:1][C:2]1[NH:3][C:4](=[O:12])[C:5]2[CH:10]=[CH:9][NH:8][C:6]=2[N:7]=1. The catalyst class is: 6.